This data is from Catalyst prediction with 721,799 reactions and 888 catalyst types from USPTO. The task is: Predict which catalyst facilitates the given reaction. (1) Reactant: [Br:1][C:2]1[C:7]([Cl:8])=[C:6]([N+:9]([O-])=O)[CH:5]=[CH:4][C:3]=1[CH2:12][C:13]#[N:14].C([O-])(O)=O.[Na+]. Product: [NH2:9][C:6]1[CH:5]=[CH:4][C:3]([CH2:12][C:13]#[N:14])=[C:2]([Br:1])[C:7]=1[Cl:8]. The catalyst class is: 25. (2) Reactant: C([O:8][CH2:9][CH2:10][NH:11][C:12]1[N:17]=[C:16]([C:18]([N:20]2[CH2:25][CH2:24][CH:23]([N:26]3[CH2:30][CH2:29][CH2:28][CH2:27]3)[CH2:22][CH2:21]2)=[O:19])[C:15]([CH3:31])=[CH:14][C:13]=1[C:32]1[CH:37]=[CH:36][CH:35]=[C:34]([C:38]([F:41])([F:40])[F:39])[CH:33]=1)C1C=CC=CC=1.Cl.[H][H]. Product: [OH:8][CH2:9][CH2:10][NH:11][C:12]1[N:17]=[C:16]([C:18]([N:20]2[CH2:21][CH2:22][CH:23]([N:26]3[CH2:27][CH2:28][CH2:29][CH2:30]3)[CH2:24][CH2:25]2)=[O:19])[C:15]([CH3:31])=[CH:14][C:13]=1[C:32]1[CH:37]=[CH:36][CH:35]=[C:34]([C:38]([F:39])([F:41])[F:40])[CH:33]=1. The catalyst class is: 19. (3) Reactant: [CH3:1][C:2]1[CH:3]=[N:4][C:5]([CH2:11][S+:12]([O-:24])[C:13]2[NH:14][C:15]3[CH:16]=[CH:17][C:18]([O:22][CH3:23])=[CH:19][C:20]=3[N:21]=2)=[C:6]([CH3:10])[C:7]=1[O:8][CH3:9].C(O)C.C(OCC)(=O)C.[OH-].[Na+:35]. Product: [CH3:1][C:2]1[CH:3]=[N:4][C:5]([CH2:11][S+:12]([O-:24])[C:13]2[N-:14][C:15]3[CH:16]=[CH:17][C:18]([O:22][CH3:23])=[CH:19][C:20]=3[N:21]=2)=[C:6]([CH3:10])[C:7]=1[O:8][CH3:9].[Na+:35]. The catalyst class is: 6. (4) The catalyst class is: 25. Reactant: [Br:1][CH2:2][C:3]([C:5]1[CH:10]=[CH:9][C:8]([OH:11])=[CH:7][CH:6]=1)=[O:4].[CH3:12][O:13][C:14]1[N:19]=[CH:18][C:17]([CH:20]([NH:32][C:33]2[CH:34]=[C:35]([CH:41]=[CH:42][CH:43]=2)[C:36]([O:38][CH2:39][CH3:40])=[O:37])[C:21](=[O:31])[O:22][C@@H:23]2[CH:28]3[CH2:29][CH2:30][N:25]([CH2:26][CH2:27]3)[CH2:24]2)=[CH:16][CH:15]=1. Product: [Br-:1].[CH2:39]([O:38][C:36]([C:35]1[CH:34]=[C:33]([NH:32][CH:20]([C:17]2[CH:18]=[N:19][C:14]([O:13][CH3:12])=[CH:15][CH:16]=2)[C:21]([O:22][C@@H:23]2[CH:28]3[CH2:29][CH2:30][N+:25]([CH2:2][C:3]([C:5]4[CH:10]=[CH:9][C:8]([OH:11])=[CH:7][CH:6]=4)=[O:4])([CH2:26][CH2:27]3)[CH2:24]2)=[O:31])[CH:43]=[CH:42][CH:41]=1)=[O:37])[CH3:40].